From a dataset of Peptide-MHC class I binding affinity with 185,985 pairs from IEDB/IMGT. Regression. Given a peptide amino acid sequence and an MHC pseudo amino acid sequence, predict their binding affinity value. This is MHC class I binding data. (1) The peptide sequence is ALSGFYYVQ. The MHC is HLA-A02:19 with pseudo-sequence HLA-A02:19. The binding affinity (normalized) is 0.213. (2) The peptide sequence is LPPERRQPF. The MHC is HLA-B44:02 with pseudo-sequence HLA-B44:02. The binding affinity (normalized) is 0.0847. (3) The peptide sequence is IIDQVPFSV. The MHC is HLA-A02:01 with pseudo-sequence HLA-A02:01. The binding affinity (normalized) is 0.659. (4) The peptide sequence is YTIGIGAFY. The MHC is HLA-C04:01 with pseudo-sequence HLA-C04:01. The binding affinity (normalized) is 0.213. (5) The peptide sequence is ITMYVAFEQ. The MHC is HLA-A23:01 with pseudo-sequence HLA-A23:01. The binding affinity (normalized) is 0.0847. (6) The peptide sequence is RAMKALSSI. The MHC is HLA-B07:02 with pseudo-sequence HLA-B07:02. The binding affinity (normalized) is 0.763. (7) The peptide sequence is AVVSLLRLLK. The MHC is HLA-A03:01 with pseudo-sequence HLA-A03:01. The binding affinity (normalized) is 0.739.